This data is from Forward reaction prediction with 1.9M reactions from USPTO patents (1976-2016). The task is: Predict the product of the given reaction. (1) Given the reactants [Cl:1][C:2]1[CH:3]=[C:4]2[C:9](=[CH:10][CH:11]=1)[O:8][C:7](=[O:12])[CH:6]=[C:5]2[OH:13].C([O-])([O-])=O.[Cs+].[Cs+].[CH3:20][O:21][C:22]([C@@H:24]1[CH2:26][C@H:25]1[CH2:27]OS(C)(=O)=O)=[O:23].S([O-])(=O)(=O)C, predict the reaction product. The product is: [CH3:20][O:21][C:22]([C@@H:24]1[CH2:26][C@H:25]1[CH2:27][O:13][C:5]1[C:4]2[CH:3]=[C:2]([Cl:1])[CH:11]=[CH:10][C:9]=2[O:8][C:7](=[O:12])[CH:6]=1)=[O:23]. (2) Given the reactants [CH3:1][C:2]([S:5]([NH:8][CH:9]1[CH2:17][C:12]2(OCC[O:13]2)[CH2:11][CH:10]1[N:18]([C@@H:29]([C:31]1[CH:36]=[CH:35][CH:34]=[CH:33][CH:32]=1)[CH3:30])[C:19](=[O:28])[O:20][CH2:21][C:22]1[CH:27]=[CH:26][CH:25]=[CH:24][CH:23]=1)(=[O:7])=[O:6])([CH3:4])[CH3:3].Cl, predict the reaction product. The product is: [CH3:1][C:2]([S:5]([NH:8][CH:9]1[CH2:17][C:12](=[O:13])[CH2:11][CH:10]1[N:18]([C@@H:29]([C:31]1[CH:36]=[CH:35][CH:34]=[CH:33][CH:32]=1)[CH3:30])[C:19](=[O:28])[O:20][CH2:21][C:22]1[CH:27]=[CH:26][CH:25]=[CH:24][CH:23]=1)(=[O:6])=[O:7])([CH3:3])[CH3:4]. (3) Given the reactants [C:1]([O:5][C:6](=[O:9])[CH2:7]Br)([CH3:4])([CH3:3])[CH3:2].[CH2:10]([C:13]([F:25])([F:24])[C:14]([F:23])([F:22])[C:15]([F:21])([F:20])[C:16]([F:19])([F:18])[F:17])[CH2:11][OH:12].C1(C)C=CC=CC=1, predict the reaction product. The product is: [C:1]([O:5][C:6](=[O:9])[CH2:7][O:12][CH2:11][CH2:10][C:13]([F:24])([F:25])[C:14]([F:22])([F:23])[C:15]([F:20])([F:21])[C:16]([F:17])([F:19])[F:18])([CH3:4])([CH3:3])[CH3:2]. (4) Given the reactants Cl.[F:2][C:3]1([F:14])[CH2:7][NH:6][C@H:5]([CH:8]([CH3:13])[CH2:9][C:10]([OH:12])=[O:11])[CH2:4]1.[CH2:15]([O:17][C:18]([C:20]1[C@H:21]([C:33]2[CH:38]=[CH:37][C:36]([F:39])=[CH:35][C:34]=2[Br:40])[N:22]=[C:23]([C:28]2[S:29][CH:30]=[CH:31][N:32]=2)[NH:24][C:25]=1[CH2:26]Br)=[O:19])[CH3:16].C([O-])([O-])=O.[K+].[K+], predict the reaction product. The product is: [Br:40][C:34]1[CH:35]=[C:36]([F:39])[CH:37]=[CH:38][C:33]=1[C@@H:21]1[N:22]=[C:23]([C:28]2[S:29][CH:30]=[CH:31][N:32]=2)[NH:24][C:25]([CH2:26][N:6]2[CH2:7][C:3]([F:2])([F:14])[CH2:4][C@H:5]2[CH:8]([CH3:13])[CH2:9][C:10]([OH:12])=[O:11])=[C:20]1[C:18]([O:17][CH2:15][CH3:16])=[O:19].